Task: Predict which catalyst facilitates the given reaction.. Dataset: Catalyst prediction with 721,799 reactions and 888 catalyst types from USPTO (1) Reactant: [CH3:1][O:2][C:3]1[CH:8]=[CH:7][C:6]([CH2:9][CH2:10][NH2:11])=[CH:5][CH:4]=1.[C:12](OC(=O)C)(=[O:14])[CH3:13].C(N(CC)CC)C. Product: [CH3:1][O:2][C:3]1[CH:8]=[CH:7][C:6]([CH2:9][CH2:10][NH:11][C:12](=[O:14])[CH3:13])=[CH:5][CH:4]=1. The catalyst class is: 22. (2) Reactant: [CH2:1]=[C:2]1[CH2:5][CH:4]([C:6]([O:8][CH2:9][CH3:10])=[O:7])[CH2:3]1.[Si]([C:15](F)([F:17])[F:16])(C)(C)C. Product: [F:16][C:15]1([F:17])[C:2]2([CH2:5][CH:4]([C:6]([O:8][CH2:9][CH3:10])=[O:7])[CH2:3]2)[CH2:1]1. The catalyst class is: 1. (3) Product: [C:24]([O:23][C:19](=[O:22])[C:20]#[C:21][C:2]1[CH:3]=[C:4]([CH:9]=[CH:10][CH:11]=1)[C:5]([O:7][CH3:8])=[O:6])([CH3:27])([CH3:26])[CH3:25]. The catalyst class is: 7. Reactant: I[C:2]1[CH:3]=[C:4]([CH:9]=[CH:10][CH:11]=1)[C:5]([O:7][CH3:8])=[O:6].C(=O)([O-])[O-].[K+].[K+].[I-].[C:19]([O:23][C:24]([CH3:27])([CH3:26])[CH3:25])(=[O:22])[C:20]#[CH:21]. (4) Reactant: [H-].[Na+].P([O-])([O-])(O[CH:6]([CH2:9][CH3:10])[C:7]#[N:8])=O.CC([C:16]1[CH:21]=[C:20]([O:22][CH3:23])[C:19]([O:24][CH3:25])=[C:18]([O:26][CH3:27])[CH:17]=1)=O. Product: [CH3:27][O:26][C:18]1[CH:17]=[C:16]([C:9]([CH3:10])=[CH:6][C:7]#[N:8])[CH:21]=[C:20]([O:22][CH3:23])[C:19]=1[O:24][CH3:25]. The catalyst class is: 1. (5) Reactant: Cl[C:2]1[CH:7]=[CH:6][N:5]=[CH:4][C:3]=1[N+:8]([O-:10])=[O:9].[Si:11]([O:18][C@@H:19]1[C@@H:24]([C:25]([F:28])([F:27])[F:26])[CH2:23][NH:22][CH2:21][C@H:20]1[NH:29][C:30](=[O:36])[O:31][C:32]([CH3:35])([CH3:34])[CH3:33])([C:14]([CH3:17])([CH3:16])[CH3:15])([CH3:13])[CH3:12]. Product: [Si:11]([O:18][C@@H:19]1[C@@H:24]([C:25]([F:28])([F:26])[F:27])[CH2:23][N:22]([C:2]2[CH:7]=[CH:6][N:5]=[CH:4][C:3]=2[N+:8]([O-:10])=[O:9])[CH2:21][C@H:20]1[NH:29][C:30](=[O:36])[O:31][C:32]([CH3:35])([CH3:34])[CH3:33])([C:14]([CH3:17])([CH3:16])[CH3:15])([CH3:13])[CH3:12]. The catalyst class is: 41. (6) Reactant: [OH:1][C:2]1[C:6]2([CH2:11][CH2:10][N:9]([O:12][CH3:13])[CH2:8][CH2:7]2)[N:5]([CH3:14])[C:4](=[O:15])[C:3]=1[C:16]1[C:21]([CH3:22])=[CH:20][C:19]([CH3:23])=[CH:18][C:17]=1[CH3:24].C(N(CC)CC)C.[C:32](Cl)(=[O:37])[C:33]([CH3:36])([CH3:35])[CH3:34]. Product: [CH3:13][O:12][N:9]1[CH2:10][CH2:11][C:6]2([N:5]([CH3:14])[C:4](=[O:15])[C:3]([C:16]3[C:21]([CH3:22])=[CH:20][C:19]([CH3:23])=[CH:18][C:17]=3[CH3:24])=[C:2]2[O:1][C:32](=[O:37])[C:33]([CH3:36])([CH3:35])[CH3:34])[CH2:7][CH2:8]1. The catalyst class is: 355.